Dataset: Catalyst prediction with 721,799 reactions and 888 catalyst types from USPTO. Task: Predict which catalyst facilitates the given reaction. (1) Reactant: [N+:1]([C:4]1[CH:5]=[C:6]([NH:18][C:19](=[O:21])[CH3:20])[CH:7]=[CH:8][C:9]=1[NH:10][CH2:11][CH:12]1[CH2:17][CH2:16][O:15][CH2:14][CH2:13]1)([O-])=O. Product: [NH2:1][C:4]1[CH:5]=[C:6]([NH:18][C:19](=[O:21])[CH3:20])[CH:7]=[CH:8][C:9]=1[NH:10][CH2:11][CH:12]1[CH2:13][CH2:14][O:15][CH2:16][CH2:17]1. The catalyst class is: 99. (2) Reactant: [CH:1]([OH:3])=O.C(OC(=O)C)(=O)C.[Cl:11][C:12]1[CH:21]=[C:20]2[C:15]([CH2:16][CH2:17][N:18]([S:22]([CH2:25][C@@H:26]([C@H:29]3[CH2:33][CH2:32][CH2:31][O:30]3)[NH:27][OH:28])(=[O:24])=[O:23])[CH2:19]2)=[CH:14][CH:13]=1. Product: [Cl:11][C:12]1[CH:21]=[C:20]2[C:15]([CH2:16][CH2:17][N:18]([S:22]([CH2:25][C@H:26]([N:27]([OH:28])[CH:1]=[O:3])[C@H:29]3[CH2:33][CH2:32][CH2:31][O:30]3)(=[O:23])=[O:24])[CH2:19]2)=[CH:14][CH:13]=1. The catalyst class is: 1. (3) Reactant: O[NH:2][C:3]1[N:4]=[CH:5][C:6]([CH2:9][C:10]([O:12][CH2:13][CH3:14])=[O:11])=[N:7][CH:8]=1. Product: [NH2:2][C:3]1[N:4]=[CH:5][C:6]([CH2:9][C:10]([O:12][CH2:13][CH3:14])=[O:11])=[N:7][CH:8]=1. The catalyst class is: 105. (4) Reactant: [OH:1][CH2:2][CH:3]1[CH2:8][NH:7][CH2:6][CH2:5][N:4]1[C:9]1[C:18]2[C:13](=[CH:14][C:15]([CH3:19])=[CH:16][CH:17]=2)[N:12]=[C:11]([C:20]2[CH:25]=[CH:24][CH:23]=[CH:22][C:21]=2[OH:26])[N:10]=1.[O:27]1[CH2:31][CH2:30][C@H:29]([OH:32])[CH2:28]1.Cl[C:34]([O-])=[O:35].C(N(CC)CC)C. Product: [O:27]1[CH2:31][CH2:30][CH:29]([O:32][C:34]([N:7]2[CH2:6][CH2:5][N:4]([C:9]3[C:18]4[C:13](=[CH:14][C:15]([CH3:19])=[CH:16][CH:17]=4)[N:12]=[C:11]([C:20]4[CH:25]=[CH:24][CH:23]=[CH:22][C:21]=4[OH:26])[N:10]=3)[C@H:3]([CH2:2][OH:1])[CH2:8]2)=[O:35])[CH2:28]1. The catalyst class is: 34.